Dataset: Full USPTO retrosynthesis dataset with 1.9M reactions from patents (1976-2016). Task: Predict the reactants needed to synthesize the given product. (1) Given the product [Cl:1][C:2]1[N:7]2[C:8]([CH2:15][CH:16]3[CH2:21][CH2:20][C:19]([F:22])([F:23])[CH2:18][CH2:17]3)=[C:9]([C:11]([F:12])([F:13])[F:14])[N:10]=[C:6]2[CH:5]=[C:4]([C:24]([NH:26][CH2:27][C:28]2([CH:31]=[O:32])[CH2:29][CH2:30]2)=[O:25])[CH:3]=1, predict the reactants needed to synthesize it. The reactants are: [Cl:1][C:2]1[N:7]2[C:8]([CH2:15][CH:16]3[CH2:21][CH2:20][C:19]([F:23])([F:22])[CH2:18][CH2:17]3)=[C:9]([C:11]([F:14])([F:13])[F:12])[N:10]=[C:6]2[CH:5]=[C:4]([C:24]([NH:26][CH2:27][C:28]2([CH2:31][OH:32])[CH2:30][CH2:29]2)=[O:25])[CH:3]=1.CC(OI1(OC(C)=O)(OC(C)=O)OC(=O)C2C=CC=CC1=2)=O.C(=O)([O-])O.[Na+].S([O-])([O-])(=O)=S.[Na+].[Na+]. (2) Given the product [C:21]([NH:19][C:31]1[CH:7]=[CH:6][NH:3][C:4](=[O:20])[N:32]=1)(=[O:22])[C:23]1[CH:28]=[CH:27][CH:26]=[CH:25][CH:24]=1, predict the reactants needed to synthesize it. The reactants are: CC[N:3]([CH2:6][CH3:7])[CH2:4]C.S(Cl)(C1C=CC(C)=CC=1)(=O)=O.[NH4+:19].[OH-:20].[C:21](Cl)([C:23]1[CH:28]=[CH:27][CH:26]=[CH:25][CH:24]=1)=[O:22].C[C:31]#[N:32]. (3) Given the product [CH3:1][N:2]([C:4]([NH:6][C:7]([NH2:9])=[NH:8])=[NH:5])[CH3:3].[C:10]([O-:18])(=[O:17])[CH2:11][CH2:12][CH2:13][C:14]([O-:16])=[O:15], predict the reactants needed to synthesize it. The reactants are: [CH3:1][N:2]([C:4]([NH:6][C:7]([NH2:9])=[NH:8])=[NH:5])[CH3:3].[C:10]([OH:18])(=[O:17])[CH2:11][CH2:12][CH2:13][C:14]([OH:16])=[O:15].C(OCC)(=O)C.